Regression. Given a peptide amino acid sequence and an MHC pseudo amino acid sequence, predict their binding affinity value. This is MHC class II binding data. From a dataset of Peptide-MHC class II binding affinity with 134,281 pairs from IEDB. (1) The peptide sequence is PQVKYAVFEAALTKA. The MHC is HLA-DQA10102-DQB10502 with pseudo-sequence HLA-DQA10102-DQB10502. The binding affinity (normalized) is 0.293. (2) The peptide sequence is TVTVFKIPKKASEGA. The MHC is HLA-DQA10201-DQB10202 with pseudo-sequence HLA-DQA10201-DQB10202. The binding affinity (normalized) is 0. (3) The peptide sequence is AEEVEKIEKTEEPAP. The MHC is HLA-DPA10301-DPB10402 with pseudo-sequence HLA-DPA10301-DPB10402. The binding affinity (normalized) is 0.0654. (4) The peptide sequence is TNIRQAGVQY. The MHC is DRB1_0101 with pseudo-sequence DRB1_0101. The binding affinity (normalized) is 0. (5) The binding affinity (normalized) is 0.579. The peptide sequence is LAAAAAWDALAAELY. The MHC is HLA-DQA10401-DQB10402 with pseudo-sequence HLA-DQA10401-DQB10402. (6) The peptide sequence is YRIAARPGAVTRRAA. The MHC is DRB4_0101 with pseudo-sequence DRB4_0103. The binding affinity (normalized) is 0.369.